Predict the reaction yield, written as a fraction of the theoretical maximum amount of product (1.0 means a 100% yield; for example, 0.34 means a 34% yield). From a dataset of Reaction yield outcomes from USPTO patents with 853,638 reactions. (1) The reactants are [OH:1][CH2:2][C@@H:3]([N:11]1[C:20]2[C:15](=[CH:16][C:17](I)=[CH:18][CH:19]=2)[C:14](=[O:22])[C:13]([C:23]([O:25][CH2:26][CH3:27])=[O:24])=[CH:12]1)[CH2:4][C:5]1[CH:10]=[CH:9][CH:8]=[CH:7][CH:6]=1.[CH2:28]([NH:30][C:31]([NH:33][C:34]1[CH:39]=[C:38]([C:40]2[S:41][CH:42]=[C:43]([C:45]([F:48])([F:47])[F:46])[N:44]=2)[C:37](B2OC(C)(C)C(C)(C)O2)=[CH:36][N:35]=1)=[O:32])[CH3:29].C(=O)([O-])[O-].[K+].[K+]. The catalyst is C(#N)C.O.C([O-])(=O)C.[Pd+2].C([O-])(=O)C.C(P(C(C)(C)C)[C-]1C=CC=C1)(C)(C)C.[C-]1(P(C(C)(C)C)C(C)(C)C)C=CC=C1.[Fe+2]. The product is [CH2:28]([NH:30][C:31](=[O:32])[NH:33][C:34]1[N:35]=[CH:36][C:37]([C:17]2[CH:16]=[C:15]3[C:20](=[CH:19][CH:18]=2)[N:11]([C@@H:3]([CH2:4][C:5]2[CH:10]=[CH:9][CH:8]=[CH:7][CH:6]=2)[CH2:2][OH:1])[CH:12]=[C:13]([C:23]([O:25][CH2:26][CH3:27])=[O:24])[C:14]3=[O:22])=[C:38]([C:40]2[S:41][CH:42]=[C:43]([C:45]([F:48])([F:47])[F:46])[N:44]=2)[CH:39]=1)[CH3:29]. The yield is 0.890. (2) The yield is 0.420. The reactants are Cl.[NH2:2][C@@H:3]1[C:11]2[C:6](=[C:7]([C:12]3[N:16]=[C:15]([C:17]4[CH:18]=[CH:19][C:20]([O:25][CH:26]([CH3:28])[CH3:27])=[C:21]([CH:24]=4)[C:22]#[N:23])[S:14][N:13]=3)[CH:8]=[CH:9][CH:10]=2)[CH2:5][CH2:4]1.CCN(C(C)C)C(C)C.[CH3:38][O:39][C:40](=[O:46])[CH2:41][S:42](Cl)(=[O:44])=[O:43]. The product is [C:22]([C:21]1[CH:24]=[C:17]([C:15]2[S:14][N:13]=[C:12]([C:7]3[CH:8]=[CH:9][CH:10]=[C:11]4[C:6]=3[CH2:5][CH2:4][C@@H:3]4[NH:2][S:42]([CH2:41][C:40]([O:39][CH3:38])=[O:46])(=[O:44])=[O:43])[N:16]=2)[CH:18]=[CH:19][C:20]=1[O:25][CH:26]([CH3:28])[CH3:27])#[N:23]. The catalyst is C(Cl)Cl. (3) The reactants are [CH3:1][C:2]1[C:3]([B:12]2[O:16][C:15]([CH3:18])([CH3:17])[C:14]([CH3:20])([CH3:19])[O:13]2)=[CH:4][C:5]2[NH:10][CH2:9][CH2:8][O:7][C:6]=2[CH:11]=1.C([O-])([O-])=O.[K+].[K+].N#N.[CH2:29](Br)[CH:30]=[CH2:31]. The catalyst is CN(C=O)C.O. The product is [CH2:31]([N:10]1[CH2:9][CH2:8][O:7][C:6]2[CH:11]=[C:2]([CH3:1])[C:3]([B:12]3[O:13][C:14]([CH3:20])([CH3:19])[C:15]([CH3:18])([CH3:17])[O:16]3)=[CH:4][C:5]1=2)[CH:30]=[CH2:29]. The yield is 0.529. (4) The reactants are [Cl-].[NH4+].O.[Cl:4][C:5]1[C:10]([C:11]([F:14])([F:13])[F:12])=[CH:9][C:8]([N+:15]([O-])=O)=[CH:7][N:6]=1. The catalyst is CO. The product is [Cl:4][C:5]1[N:6]=[CH:7][C:8]([NH2:15])=[CH:9][C:10]=1[C:11]([F:14])([F:12])[F:13]. The yield is 0.650. (5) The reactants are [Cl:1][C:2]1[CH:7]=[C:6]2[NH:8][C:9](=[O:31])[C:10]3([CH:15]([C:16]4[CH:21]=[CH:20][CH:19]=[C:18]([Cl:22])[CH:17]=4)[CH2:14][C:13](=O)[NH:12][CH:11]3[C:24]3[CH:29]=[CH:28][CH:27]=[C:26]([F:30])[CH:25]=3)[C:5]2=[CH:4][CH:3]=1.[BH4-].[Na+]. The catalyst is CO. The product is [Cl:1][C:2]1[CH:7]=[C:6]2[NH:8][C:9](=[O:31])[C:10]3([CH:15]([C:16]4[CH:21]=[CH:20][CH:19]=[C:18]([Cl:22])[CH:17]=4)[CH2:14][CH2:13][NH:12][CH:11]3[C:24]3[CH:29]=[CH:28][CH:27]=[C:26]([F:30])[CH:25]=3)[C:5]2=[CH:4][CH:3]=1. The yield is 0.460. (6) The reactants are P(Cl)(Cl)([Cl:3])=O.[CH3:6][N:7]1[CH2:12][CH2:11][CH:10]([O:13][C:14]2[CH:23]=[CH:22][CH:21]=[C:20]3[C:15]=2[C:16](=O)[NH:17][CH:18]=[N:19]3)[CH2:9][CH2:8]1.C(N(C(C)C)CC)(C)C. The catalyst is C(Cl)Cl. The product is [Cl:3][C:16]1[C:15]2[C:20](=[CH:21][CH:22]=[CH:23][C:14]=2[O:13][CH:10]2[CH2:11][CH2:12][N:7]([CH3:6])[CH2:8][CH2:9]2)[N:19]=[CH:18][N:17]=1. The yield is 0.620. (7) The reactants are [CH3:1][O:2][C:3]1[CH:8]=[CH:7][C:6]([N:9]([CH3:22])[C:10]([CH:12]2[C:21]3[C:16](=[CH:17][CH:18]=[CH:19][CH:20]=3)[CH2:15][CH2:14][CH2:13]2)=O)=[CH:5][CH:4]=1. The catalyst is C1COCC1.S(C)C. The product is [CH3:1][O:2][C:3]1[CH:4]=[CH:5][C:6]([N:9]([CH3:22])[CH2:10][CH:12]2[C:21]3[C:16](=[CH:17][CH:18]=[CH:19][CH:20]=3)[CH2:15][CH2:14][CH2:13]2)=[CH:7][CH:8]=1. The yield is 0.530. (8) The reactants are [F:1][C:2]1[CH:3]=[C:4]([Mg]Br)[CH:5]=[CH:6][CH:7]=1.[N:10]12[CH2:17][CH2:16][C:13]([C:18]([O:20]CC)=O)([CH2:14][CH2:15]1)[CH2:12][CH2:11]2. The catalyst is C1COCC1. The product is [N:10]12[CH2:11][CH2:12][C:13]([C:18]([C:6]3[CH:5]=[CH:4][CH:3]=[C:2]([F:1])[CH:7]=3)([C:4]3[CH:5]=[CH:6][CH:7]=[C:2]([F:1])[CH:3]=3)[OH:20])([CH2:14][CH2:15]1)[CH2:16][CH2:17]2. The yield is 0.767.